This data is from Forward reaction prediction with 1.9M reactions from USPTO patents (1976-2016). The task is: Predict the product of the given reaction. (1) Given the reactants O.[CH:2]1[C:11]2[C:6](=[CH:7][CH:8]=[CH:9][CH:10]=2)[CH:5]=[C:4]([C:12]([OH:14])=O)[N:3]=1.Cl.[CH3:16][O:17][NH:18][CH3:19].C(N(CC)CC)C.O.[Cl-].COC1N=C(OC)N=C([N+]2(C)CCOCC2)N=1, predict the reaction product. The product is: [CH3:16][O:17][N:18]([CH3:19])[C:12]([C:4]1[N:3]=[CH:2][C:11]2[C:6]([CH:5]=1)=[CH:7][CH:8]=[CH:9][CH:10]=2)=[O:14]. (2) Given the reactants B(Br)(Br)Br.[F:5][C:6]([F:25])([F:24])[C:7]([N:9]1[CH2:14][CH2:13][CH2:12][C@@H:11]2[C:15]3[CH:16]=[C:17]([O:22]C)[CH:18]=[CH:19][C:20]=3[CH2:21][C@H:10]12)=[O:8].C([O-])([O-])=O.[K+].[K+].Cl, predict the reaction product. The product is: [F:25][C:6]([F:5])([F:24])[C:7]([N:9]1[CH2:14][CH2:13][CH2:12][C@@H:11]2[C:15]3[CH:16]=[C:17]([OH:22])[CH:18]=[CH:19][C:20]=3[CH2:21][C@H:10]12)=[O:8]. (3) The product is: [CH2:17]([O:16][C:42]1[CH:17]=[C:18]([CH:19]=[C:45]([O:46][CH2:6][CH2:1][CH2:2][CH2:3][CH2:4][CH2:20][CH2:21][CH2:22]/[CH:23]=[CH:24]\[CH2:25]/[CH:26]=[CH:27]\[CH2:4][CH2:3][CH2:2][CH2:1][CH3:6])[N:43]=1)[C:35]([O:36][CH2:6][CH2:1][CH2:2][CH2:3][CH2:4][CH2:6][CH2:1][CH2:2]/[CH:3]=[CH:4]\[CH2:6]/[CH:1]=[CH:2]\[CH2:3][CH2:4][CH2:30][CH2:29][CH3:28])=[O:38])[CH2:18][CH2:19][CH2:20][CH2:21][CH2:22][CH2:23][CH2:24]/[CH:25]=[CH:26]\[CH2:27]/[CH:28]=[CH:29]\[CH2:30][CH2:31][CH2:32][CH2:33][CH3:34]. Given the reactants [CH:1]1[C:2](C(O)=O)=[CH:3][C:4](O)=N[C:6]=1O.S([O:16][CH2:17][CH2:18][CH2:19][CH2:20][CH2:21][CH2:22][CH2:23][CH2:24]/[CH:25]=[CH:26]\[CH2:27]/[CH:28]=[CH:29]\[CH2:30][CH2:31][CH2:32][CH2:33][CH3:34])(=O)(=O)C.[C:35](=[O:38])([O-])[O-:36].[K+].[K+].O.[CH3:42][N:43]([CH:45]=[O:46])C, predict the reaction product. (4) Given the reactants [C:1]([O:5][C:6](=[O:14])[NH:7][C@H:8]([CH3:13])[C:9](O)([CH3:11])[CH3:10])([CH3:4])([CH3:3])[CH3:2].CCN(S(F)(F)[F:21])CC, predict the reaction product. The product is: [C:1]([O:5][C:6](=[O:14])[NH:7][C@H:8]([CH3:13])[C:9]([F:21])([CH3:11])[CH3:10])([CH3:4])([CH3:3])[CH3:2]. (5) The product is: [CH3:49][O:48][CH:39]([O:38][CH3:37])[C:40]1[CH:41]=[CH:42][C:43]([C:2]2[CH:7]=[CH:6][CH:5]=[CH:4][C:3]=2[C:8]2[N:9]=[N:10][N:11]([CH:13]3[CH2:18][CH2:17][CH2:16][CH2:15][O:14]3)[N:12]=2)=[CH:44][CH:45]=1. Given the reactants Cl[C:2]1[CH:7]=[CH:6][CH:5]=[CH:4][C:3]=1[C:8]1[N:9]=[N:10][N:11]([CH:13]2[CH2:18][CH2:17][CH2:16][CH2:15][O:14]2)[N:12]=1.ClC1C=CC=CC=1C1N(C2CCCCO2)N=NN=1.[CH3:37][O:38][CH:39]([O:48][CH3:49])[C:40]1[CH:45]=[CH:44][C:43]([Mg]Br)=[CH:42][CH:41]=1.Cl.ClC1C=CC=CC=1C1NN=NN=1.N1C(C2C=CC=CC=2C2C=CC(C=O)=CC=2)=NN=N1.CO, predict the reaction product. (6) Given the reactants C(O)(C(F)(F)F)=O.[CH3:8][O:9][C:10]1[CH:11]=[C:12]([NH:27][C:28]2[N:33]=[C:32]([O:34][C:35]3[C:44]4[C:39](=[CH:40][CH:41]=[CH:42][CH:43]=4)[C:38]([NH:45]C(=O)OC(C)(C)C)=[CH:37][CH:36]=3)[CH:31]=[CH:30][N:29]=2)[CH:13]=[C:14]([O:16][CH2:17][CH2:18][O:19][CH2:20][CH2:21][O:22][CH2:23][CH2:24][O:25][CH3:26])[CH:15]=1.O.C([O-])([O-])=O.[K+].[K+], predict the reaction product. The product is: [NH2:45][C:38]1[C:39]2[C:44](=[CH:43][CH:42]=[CH:41][CH:40]=2)[C:35]([O:34][C:32]2[CH:31]=[CH:30][N:29]=[C:28]([NH:27][C:12]3[CH:13]=[C:14]([O:16][CH2:17][CH2:18][O:19][CH2:20][CH2:21][O:22][CH2:23][CH2:24][O:25][CH3:26])[CH:15]=[C:10]([O:9][CH3:8])[CH:11]=3)[N:33]=2)=[CH:36][CH:37]=1. (7) Given the reactants C([O-])([O-])=O.[K+].[K+].Cl[C:8]1[C:13](=[O:14])[N:12]([CH3:15])[CH:11]=[C:10]2[CH2:16][N:17]([CH2:20][CH2:21][C:22]3[N:30]=[C:25]4[CH:26]=[CH:27][CH:28]=[CH:29][N:24]4[N:23]=3)[C:18](=[O:19])[C:9]=12.[N:31]1[CH:36]=[CH:35][CH:34]=[C:33](B(O)O)[CH:32]=1.O, predict the reaction product. The product is: [CH3:15][N:12]1[C:13](=[O:14])[C:8]([C:33]2[CH:32]=[N:31][CH:36]=[CH:35][CH:34]=2)=[C:9]2[C:18](=[O:19])[N:17]([CH2:20][CH2:21][C:22]3[N:30]=[C:25]4[CH:26]=[CH:27][CH:28]=[CH:29][N:24]4[N:23]=3)[CH2:16][C:10]2=[CH:11]1. (8) The product is: [Cl:1][C:2]1[CH:3]=[C:4]([NH:5][CH:11]([C:12]([OH:14])=[O:13])[CH3:15])[CH:6]=[C:7]([Cl:9])[CH:8]=1. Given the reactants [Cl:1][C:2]1[CH:3]=[C:4]([CH:6]=[C:7]([Cl:9])[CH:8]=1)[NH2:5].Cl[CH:11]([CH3:15])[C:12]([OH:14])=[O:13], predict the reaction product. (9) Given the reactants [CH3:1][C:2]([CH3:18])([CH2:7][O:8][C:9]1[C:10]([N+:15]([O-])=O)=[N:11][CH:12]=[CH:13][CH:14]=1)[C:3]([O:5][CH3:6])=[O:4], predict the reaction product. The product is: [CH3:1][C:2]([CH3:18])([CH2:7][O:8][C:9]1[C:10]([NH2:15])=[N:11][CH:12]=[CH:13][CH:14]=1)[C:3]([O:5][CH3:6])=[O:4]. (10) Given the reactants [F:1][C:2]([F:18])([C:14]([F:17])([F:16])[F:15])[CH2:3][NH:4][C:5]1[CH:13]=[CH:12][CH:11]=[CH:10][C:6]=1[C:7]([OH:9])=O.[CH3:19][C:20]([NH2:24])([C:22]#[CH:23])[CH3:21].CCN=C=NCCCN(C)C.CCN(C(C)C)C(C)C.C1C=CC2N(O)N=NC=2C=1, predict the reaction product. The product is: [CH3:19][C:20]([NH:24][C:7](=[O:9])[C:6]1[CH:10]=[CH:11][CH:12]=[CH:13][C:5]=1[NH:4][CH2:3][C:2]([F:1])([F:18])[C:14]([F:17])([F:16])[F:15])([C:22]#[CH:23])[CH3:21].